From a dataset of Reaction yield outcomes from USPTO patents with 853,638 reactions. Predict the reaction yield, written as a fraction of the theoretical maximum amount of product (1.0 means a 100% yield; for example, 0.34 means a 34% yield). (1) The reactants are Cl[C:2]1[N:7]=[C:6]([N:8]([CH3:10])[CH3:9])[CH:5]=[C:4]([CH3:11])[N:3]=1.[C:12]([O:16][C:17](=[O:26])[NH:18][C@H:19]1[CH2:24][CH2:23][C@@H:22]([NH2:25])[CH2:21][CH2:20]1)([CH3:15])([CH3:14])[CH3:13].CCN(C(C)C)C(C)C. The catalyst is CC(O)C. The product is [C:12]([O:16][C:17](=[O:26])[NH:18][C@H:19]1[CH2:20][CH2:21][C@@H:22]([NH:25][C:2]2[N:7]=[C:6]([N:8]([CH3:10])[CH3:9])[CH:5]=[C:4]([CH3:11])[N:3]=2)[CH2:23][CH2:24]1)([CH3:15])([CH3:13])[CH3:14]. The yield is 0.620. (2) The reactants are [C:1]([NH:5][C:6]([C:8]1[C:16]2[C:11](=[N:12][CH:13]=[C:14]([C:17]3[C:25]4[C:20](=[CH:21][CH:22]=[C:23]([O:26][CH:27]([F:29])[F:28])[CH:24]=4)[N:19]([CH2:30][CH2:31][CH2:32][N:33]4[CH2:36][CH:35]([OH:37])[CH2:34]4)[N:18]=3)[N:15]=2)[N:10](COCC[Si](C)(C)C)[CH:9]=1)=[O:7])([CH3:4])([CH3:3])[CH3:2].C(O)(C(F)(F)F)=O. The catalyst is ClCCl. The product is [C:1]([NH:5][C:6]([C:8]1[C:16]2[C:11](=[N:12][CH:13]=[C:14]([C:17]3[C:25]4[C:20](=[CH:21][CH:22]=[C:23]([O:26][CH:27]([F:28])[F:29])[CH:24]=4)[N:19]([CH2:30][CH2:31][CH2:32][N:33]4[CH2:36][CH:35]([OH:37])[CH2:34]4)[N:18]=3)[N:15]=2)[NH:10][CH:9]=1)=[O:7])([CH3:4])([CH3:2])[CH3:3]. The yield is 0.612. (3) The reactants are [C:1]([CH2:3][N:4]1[C:12]2[CH2:11][CH2:10][CH2:9][CH2:8][C:7]=2[CH:6]=[C:5]1[C:13]([O:15][CH2:16][CH3:17])=[O:14])#[N:2].Cl.C(OCC)(=O)C. The catalyst is [Pd].C(O)C. The product is [NH2:2][CH2:1][CH2:3][N:4]1[C:12]2[CH2:11][CH2:10][CH2:9][CH2:8][C:7]=2[CH:6]=[C:5]1[C:13]([O:15][CH2:16][CH3:17])=[O:14]. The yield is 0.710. (4) The reactants are [C:1]([C:4]1[C:5]([OH:15])=[CH:6][C:7]([OH:14])=[C:8]([CH:13]=1)[C:9]([O:11][CH3:12])=[O:10])(=[O:3])[CH3:2].C(=O)([O-])[O-].[K+].[K+].[CH2:22](Br)[C:23]1[CH:28]=[CH:27][CH:26]=[CH:25][CH:24]=1. The catalyst is C(#N)C. The product is [C:1]([C:4]1[C:5]([O:15][CH2:1][C:4]2[CH:5]=[CH:6][CH:7]=[CH:8][CH:13]=2)=[CH:6][C:7]([O:14][CH2:22][C:23]2[CH:28]=[CH:27][CH:26]=[CH:25][CH:24]=2)=[C:8]([CH:13]=1)[C:9]([O:11][CH3:12])=[O:10])(=[O:3])[CH3:2]. The yield is 0.710. (5) The reactants are [Cl:1][C:2]1[N:7]=[CH:6][C:5]([CH2:8][NH:9][C:10](=O)[C:11]2[CH:16]=[CH:15][C:14](/[CH:17]=[CH:18]/[CH:19]([C:24]3[CH:29]=[C:28]([Cl:30])[CH:27]=[C:26]([Cl:31])[CH:25]=3)[C:20]([F:23])([F:22])[F:21])=[CH:13][C:12]=2[CH3:32])=[CH:4][CH:3]=1.COC1C=CC(P2(SP(C3C=CC(OC)=CC=3)(=S)S2)=[S:43])=CC=1. The catalyst is C1(C)C=CC=CC=1. The product is [Cl:1][C:2]1[N:7]=[CH:6][C:5]([CH2:8][NH:9][C:10](=[S:43])[C:11]2[CH:16]=[CH:15][C:14](/[CH:17]=[CH:18]/[CH:19]([C:24]3[CH:29]=[C:28]([Cl:30])[CH:27]=[C:26]([Cl:31])[CH:25]=3)[C:20]([F:23])([F:22])[F:21])=[CH:13][C:12]=2[CH3:32])=[CH:4][CH:3]=1. The yield is 0.490. (6) The reactants are [NH2:1][CH2:2][C@@H:3]([NH:11][C:12](=[O:18])[O:13][C:14]([CH3:17])([CH3:16])[CH3:15])[CH2:4][CH:5]1[CH2:10][CH2:9][CH2:8][CH2:7][CH2:6]1.C([O-])(O)=O.[Na+].Cl[C:25]([O:27][C:28]1[CH:33]=[CH:32][C:31]([N+:34]([O-:36])=[O:35])=[CH:30][CH:29]=1)=[O:26]. The product is [N+:34]([C:31]1[CH:32]=[CH:33][C:28]([O:27][C:25]([NH:1][CH2:2][C@@H:3]([NH:11][C:12](=[O:18])[O:13][C:14]([CH3:15])([CH3:17])[CH3:16])[CH2:4][CH:5]2[CH2:10][CH2:9][CH2:8][CH2:7][CH2:6]2)=[O:26])=[CH:29][CH:30]=1)([O-:36])=[O:35]. The catalyst is CC#N.C1COCC1. The yield is 0.670. (7) The reactants are [C:1](Cl)(=[O:19])[CH2:2][CH2:3][CH2:4][CH2:5][CH2:6][CH2:7][CH2:8][CH2:9][CH2:10][CH2:11][CH2:12][CH2:13][CH2:14][CH2:15][CH2:16][CH2:17][CH3:18].[NH2:21][CH2:22][CH:23]([OH:26])[CH2:24][NH2:25]. The catalyst is C(Cl)CCl. The product is [C:1]([NH:21][CH2:22][CH:23]([OH:26])[CH2:24][NH:25][C:1](=[O:19])[CH2:2][CH2:3][CH2:4][CH2:5][CH2:6][CH2:7][CH2:8][CH2:9][CH2:10][CH2:11][CH2:12][CH2:13][CH2:14][CH2:15][CH2:16][CH2:17][CH3:18])(=[O:19])[CH2:2][CH2:3][CH2:4][CH2:5][CH2:6][CH2:7][CH2:8][CH2:9][CH2:10][CH2:11][CH2:12][CH2:13][CH2:14][CH2:15][CH2:16][CH2:17][CH3:18]. The yield is 0.930. (8) The reactants are [C:1]12([O:11][CH2:12][CH2:13][O:14][CH2:15][CH2:16][O:17][CH2:18][CH2:19][O:20][CH2:21][CH2:22][O:23][CH2:24][CH2:25][CH2:26][CH2:27][NH2:28])[CH2:10][CH:5]3[CH2:6][CH:7]([CH2:9][CH:3]([CH2:4]3)[CH2:2]1)[CH2:8]2.S([O-])([O-])(=O)=O.[Na+].[Na+].[CH3:36][C:37]([CH3:41])(O)[C:38]#[N:39]. No catalyst specified. The product is [C:1]12([O:11][CH2:12][CH2:13][O:14][CH2:15][CH2:16][O:17][CH2:18][CH2:19][O:20][CH2:21][CH2:22][O:23][CH2:24][CH2:25][CH2:26][CH2:27][NH:28][C:37]([CH3:41])([CH3:36])[C:38]#[N:39])[CH2:10][CH:5]3[CH2:4][CH:3]([CH2:9][CH:7]([CH2:6]3)[CH2:8]1)[CH2:2]2. The yield is 0.360. (9) The reactants are [Cl:1][C:2]1[CH:7]=[C:6]([F:8])[CH:5]=[CH:4][C:3]=1[S:9][C@H:10]1[CH2:14][N:13](C(OC(C)(C)C)=O)[C@H:12]([C:22](=[O:29])[NH:23][C:24]2([C:27]#[N:28])[CH2:26][CH2:25]2)[CH2:11]1. The catalyst is C(O)=O. The product is [Cl:1][C:2]1[CH:7]=[C:6]([F:8])[CH:5]=[CH:4][C:3]=1[S:9][C@H:10]1[CH2:14][NH:13][C@H:12]([C:22]([NH:23][C:24]2([C:27]#[N:28])[CH2:26][CH2:25]2)=[O:29])[CH2:11]1. The yield is 0.990. (10) The reactants are [Br:1][C:2]1[CH:3]=[C:4]([S:9]([N:12]2[CH2:16][CH2:15][CH2:14][CH2:13]2)(=[O:11])=[O:10])[CH:5]=[CH:6][C:7]=1F.[F:17][C:18]1[CH:23]=[C:22]([F:24])[CH:21]=[CH:20][C:19]=1[OH:25].C(=O)([O-])[O-].[Cs+].[Cs+].O. The catalyst is CS(C)=O. The product is [Br:1][C:2]1[CH:3]=[C:4]([S:9]([N:12]2[CH2:16][CH2:15][CH2:14][CH2:13]2)(=[O:11])=[O:10])[CH:5]=[CH:6][C:7]=1[O:25][C:19]1[CH:20]=[CH:21][C:22]([F:24])=[CH:23][C:18]=1[F:17]. The yield is 0.820.